This data is from Reaction yield outcomes from USPTO patents with 853,638 reactions. The task is: Predict the reaction yield, written as a fraction of the theoretical maximum amount of product (1.0 means a 100% yield; for example, 0.34 means a 34% yield). (1) The reactants are [OH:1][C:2]12[CH2:11][CH:6]3[CH2:7][CH:8]([CH2:10][C:4]([C:12]([OH:14])=[O:13])([CH2:5]3)[CH2:3]1)[CH2:9]2.C([O-])([O-])=O.[K+].[K+].I[CH2:22][CH3:23].[O:24]1[CH:29]=[CH:28][CH2:27][CH2:26][CH2:25]1.C1(C)C=CC(S([O-])(=O)=O)=CC=1.[NH+]1C=CC=CC=1. The catalyst is CN(C=O)C.C(Cl)Cl.CCN(CC)CC. The product is [CH2:22]([O:13][C:12]([C:4]12[CH2:10][CH:8]3[CH2:7][CH:6]([CH2:11][C:2]([O:1][CH:29]4[CH2:28][CH2:27][CH2:26][CH2:25][O:24]4)([CH2:9]3)[CH2:3]1)[CH2:5]2)=[O:14])[CH3:23]. The yield is 0.800. (2) The reactants are [CH3:1][C:2]1[CH:7]=[CH:6][C:5]([N+:8]([O-:10])=[O:9])=[CH:4][C:3]=1[N:11]1[C:15](=[O:16])[NH:14][N:13]=[N:12]1.[CH3:17]N(C=O)C.C([O-])([O-])=O.[K+].[K+].IC. The catalyst is O.C(OCC)(=O)C. The product is [CH3:1][C:2]1[CH:7]=[CH:6][C:5]([N+:8]([O-:10])=[O:9])=[CH:4][C:3]=1[N:11]1[C:15](=[O:16])[N:14]([CH3:17])[N:13]=[N:12]1. The yield is 0.730. (3) The reactants are [CH3:1][C:2]1[C:16](=[O:17])[N:15]=[C:14]2[N:4]([C@@H:5]3[O:9][C@H:8]([CH2:10][OH:11])[C@@H:7]([OH:12])[C@@H:6]3[O:13]2)[CH:3]=1.[CH3:18][O:19][CH2:20][CH2:21][O:22]B([O:22][CH2:21][CH2:20][O:19][CH3:18])[O:22][CH2:21][CH2:20][O:19][CH3:18]. The catalyst is COCCO. The product is [CH3:18][O:19][CH2:20][CH2:21][O:22][C@@H:6]1[C@H:7]([OH:12])[C@@H:8]([CH2:10][OH:11])[O:9][C@H:5]1[N:4]1[CH:3]=[C:2]([CH3:1])[C:16](=[O:17])[NH:15][C:14]1=[O:13]. The yield is 0.630. (4) The reactants are [CH:1]([C:3]1[CH:4]=[C:5]2[C:9](=[CH:10][CH:11]=1)[NH:8][CH:7]=[CH:6]2)=O.CCOC(C)=O.CCCCCC.[N+:24]([CH3:27])([O-:26])=[O:25]. No catalyst specified. The product is [N+:24]([CH:27]=[CH:1][C:3]1[CH:4]=[C:5]2[C:9](=[CH:10][CH:11]=1)[NH:8][CH:7]=[CH:6]2)([O-:26])=[O:25]. The yield is 0.110. (5) The reactants are [N:1]1[C:10]2[C:5](=[CH:6][CH:7]=[CH:8][CH:9]=2)[CH:4]=[CH:3][C:2]=1[N:11]1[CH2:14][CH:13]([O:15][C:16]2[C:17]([N:22]3[CH2:27][CH2:26][CH:25]([OH:28])[CH2:24][CH2:23]3)=[N:18][CH:19]=[CH:20][N:21]=2)[CH2:12]1.CC(OI1(OC(C)=O)(OC(C)=O)OC(=O)C2C=CC=CC1=2)=O.CCOC(C)=O. The catalyst is C(Cl)Cl. The product is [N:1]1[C:10]2[C:5](=[CH:6][CH:7]=[CH:8][CH:9]=2)[CH:4]=[CH:3][C:2]=1[N:11]1[CH2:14][CH:13]([O:15][C:16]2[C:17]([N:22]3[CH2:27][CH2:26][C:25](=[O:28])[CH2:24][CH2:23]3)=[N:18][CH:19]=[CH:20][N:21]=2)[CH2:12]1. The yield is 0.800. (6) The reactants are [CH3:1][O:2][C:3]([C:5]1([C:8]2[CH:13]=[CH:12][C:11]([OH:14])=[C:10]([C:15](=[N:17][OH:18])[CH3:16])[CH:9]=2)[CH2:7][CH2:6]1)=[O:4].[CH3:19][C:20](OC(C)=O)=[O:21]. No catalyst specified. The product is [C:20]([O:18]/[N:17]=[C:15](/[C:10]1[CH:9]=[C:8]([C:5]2([C:3]([O:2][CH3:1])=[O:4])[CH2:7][CH2:6]2)[CH:13]=[CH:12][C:11]=1[OH:14])\[CH3:16])(=[O:21])[CH3:19]. The yield is 0.990. (7) The reactants are [CH3:1][N:2]1[N:6]=[N:5][C:4]([C:7]2[CH:12]=[CH:11][C:10]([C:13]3[CH:18]=[CH:17][C:16]([N:19]4[CH2:23][C@H:22]([CH2:24]O)[O:21][C:20]4=[O:26])=[CH:15][C:14]=3[F:27])=[CH:9][N:8]=2)=[N:3]1.C(N(S(F)(F)[F:34])CC)C.C(N(CC)CC)C. The catalyst is C(Cl)Cl. The product is [CH3:1][N:2]1[N:6]=[N:5][C:4]([C:7]2[CH:12]=[CH:11][C:10]([C:13]3[CH:18]=[CH:17][C:16]([N:19]4[CH2:23][C@H:22]([CH2:24][F:34])[O:21][C:20]4=[O:26])=[CH:15][C:14]=3[F:27])=[CH:9][N:8]=2)=[N:3]1. The yield is 0.750.